This data is from Forward reaction prediction with 1.9M reactions from USPTO patents (1976-2016). The task is: Predict the product of the given reaction. (1) Given the reactants ClC1N=C(NNCC#C)N=C(NNCCC)N=1.Cl.CNO.C([O:24][N:25]([CH3:40])[C:26]1[N:31]=[C:30]([NH:32][CH2:33][CH2:34][CH3:35])[N:29]=[C:28]([NH:36][CH2:37][C:38]#[CH:39])[N:27]=1)C, predict the reaction product. The product is: [CH3:40][N:25]([C:26]1[N:27]=[C:28]([NH:36][CH2:37][CH2:38][CH3:39])[N:29]=[C:30]([NH:32][CH2:33][C:34]#[CH:35])[N:31]=1)[OH:24]. (2) Given the reactants [C:1]([C:5]1[CH:15]=[CH:14][CH:13]=[CH:12][C:6]=1[O:7][CH:8]1[CH2:11][NH:10][CH2:9]1)([CH3:4])([CH3:3])[CH3:2].[CH2:16]([N:18]=[C:19]=[O:20])[CH3:17], predict the reaction product. The product is: [C:1]([C:5]1[CH:15]=[CH:14][CH:13]=[CH:12][C:6]=1[O:7][CH:8]1[CH2:9][N:10]([C:19]([NH:18][CH2:16][CH3:17])=[O:20])[CH2:11]1)([CH3:4])([CH3:2])[CH3:3]. (3) The product is: [OH:43]/[N:42]=[CH:1]/[C:3]1[CH:8]=[CH:7][CH:6]=[CH:5][C:4]=1[C:9]1[CH:10]=[CH:11][C:12]([C:15]([N:17]2[C:23]3[CH:24]=[CH:25][CH:26]=[CH:27][C:22]=3[CH2:21][N:20]3[C:28]([C:31]([NH:33][CH2:34][C:35]4[CH:36]=[N:37][CH:38]=[CH:39][CH:40]=4)=[O:32])=[CH:29][CH:30]=[C:19]3[CH2:18]2)=[O:16])=[CH:13][CH:14]=1. Given the reactants [CH:1]([C:3]1[CH:8]=[CH:7][CH:6]=[CH:5][C:4]=1[C:9]1[CH:14]=[CH:13][C:12]([C:15]([N:17]2[C:23]3[CH:24]=[CH:25][CH:26]=[CH:27][C:22]=3[CH2:21][N:20]3[C:28]([C:31]([NH:33][CH2:34][C:35]4[CH:36]=[N:37][CH:38]=[CH:39][CH:40]=4)=[O:32])=[CH:29][CH:30]=[C:19]3[CH2:18]2)=[O:16])=[CH:11][CH:10]=1)=O.Cl.[NH2:42][OH:43].N1C=CC=CC=1.C(=O)([O-])[O-].[Na+].[Na+], predict the reaction product. (4) Given the reactants C(Cl)Cl.Cl.Cl.[Cl:6][C:7]1[C:8]([CH:18]([S:27]([C:30]2[CH:35]=[CH:34][C:33]([Cl:36])=[CH:32][CH:31]=2)(=[O:29])=[O:28])[C:19]2[CH:24]=[C:23]([F:25])[CH:22]=[CH:21][C:20]=2[F:26])=[CH:9][C:10]([NH:13][CH2:14][CH2:15][CH2:16][NH2:17])=[N:11][CH:12]=1.C(N(CC)CC)C.[CH3:44][S:45](Cl)(=[O:47])=[O:46], predict the reaction product. The product is: [Cl:6][C:7]1[C:8]([CH:18]([S:27]([C:30]2[CH:31]=[CH:32][C:33]([Cl:36])=[CH:34][CH:35]=2)(=[O:28])=[O:29])[C:19]2[CH:24]=[C:23]([F:25])[CH:22]=[CH:21][C:20]=2[F:26])=[CH:9][C:10]([NH:13][CH2:14][CH2:15][CH2:16][NH:17][S:45]([CH3:44])(=[O:47])=[O:46])=[N:11][CH:12]=1.